Predict the reactants needed to synthesize the given product. From a dataset of Full USPTO retrosynthesis dataset with 1.9M reactions from patents (1976-2016). (1) Given the product [C:1]([O:5][C:6]([N:8]1[CH2:20][C@@H:19]([CH3:21])[N:18]2[C@H:10]([CH2:11][C:12]3[C:17]2=[N:16][C:15]([CH:25]=[CH:24][C:23]([O:27][CH2:28][CH3:29])=[O:26])=[CH:14][CH:13]=3)[CH2:9]1)=[O:7])([CH3:4])([CH3:3])[CH3:2], predict the reactants needed to synthesize it. The reactants are: [C:1]([O:5][C:6]([N:8]1[CH2:20][C@@H:19]([CH3:21])[N:18]2[C@H:10]([CH2:11][C:12]3[C:17]2=[N:16][C:15](Br)=[CH:14][CH:13]=3)[CH2:9]1)=[O:7])([CH3:4])([CH3:3])[CH3:2].[C:23]([O:27][CH2:28][CH3:29])(=[O:26])[CH:24]=[CH2:25].C([O-])(=O)C.[Na+].C1(C)C=CC=CC=1P(C1C=CC=CC=1C)C1C=CC=CC=1C.C(=O)(O)[O-].[Na+]. (2) Given the product [C:8]([C:7]1[C:6]([F:10])=[C:5]([C:11]([F:14])([F:12])[F:13])[CH:4]=[CH:3][C:2]=1[NH:1][C:22](=[O:23])[O:24][CH2:25][CH3:26])#[N:9], predict the reactants needed to synthesize it. The reactants are: [NH2:1][C:2]1[C:7]([C:8]#[N:9])=[C:6]([F:10])[C:5]([C:11]([F:14])([F:13])[F:12])=[CH:4][CH:3]=1.C([O-])([O-])=O.[Na+].[Na+].Cl[C:22]([O:24][CH2:25][CH3:26])=[O:23]. (3) Given the product [CH3:45][S:46]([O:15][C@@H:14]1[C@@H:13]([CH3:16])[CH2:12][N:11]([C:17]2[CH:22]=[CH:21][N:20]=[CH:19][C:18]=2[N:23]([C:24]([O:26][C:27]([CH3:30])([CH3:29])[CH3:28])=[O:25])[C:31]([O:33][C:34]([CH3:36])([CH3:35])[CH3:37])=[O:32])[CH2:10][C@H:9]1[NH:8][C:6]([O:5][C:1]([CH3:4])([CH3:2])[CH3:3])=[O:7])(=[O:48])=[O:47], predict the reactants needed to synthesize it. The reactants are: [C:1]([O:5][C:6]([NH:8][C@H:9]1[C@H:14]([OH:15])[C@@H:13]([CH3:16])[CH2:12][N:11]([C:17]2[CH:22]=[CH:21][N:20]=[CH:19][C:18]=2[N:23]([C:31]([O:33][C:34]([CH3:37])([CH3:36])[CH3:35])=[O:32])[C:24]([O:26][C:27]([CH3:30])([CH3:29])[CH3:28])=[O:25])[CH2:10]1)=[O:7])([CH3:4])([CH3:3])[CH3:2].C(N(CC)CC)C.[CH3:45][S:46](Cl)(=[O:48])=[O:47]. (4) Given the product [ClH:34].[NH2:1][C:2]1[C:10]([Cl:34])=[C:9]2[C:5]([C:6]([C:14](=[O:26])[C:15]([NH:17][CH2:18][CH2:19][N:20]3[CH2:21][CH2:22][CH2:23][CH2:24][CH2:25]3)=[O:16])=[CH:7][N:8]2[CH:11]([CH3:13])[CH3:12])=[CH:4][CH:3]=1.[NH2:1][C:2]1[C:10]([Cl:34])=[C:9]2[C:5]([C:6]([C:14](=[O:26])[C:15]([NH:17][CH2:18][CH2:19][N:20]3[CH2:21][CH2:22][CH2:23][CH2:24][CH2:25]3)=[O:16])=[CH:7][N:8]2[CH:11]([CH3:13])[CH3:12])=[CH:4][CH:3]=1, predict the reactants needed to synthesize it. The reactants are: [NH2:1][C:2]1[CH:10]=[C:9]2[C:5]([C:6]([C:14](=[O:26])[C:15]([NH:17][CH2:18][CH2:19][N:20]3[CH2:25][CH2:24][CH2:23][CH2:22][CH2:21]3)=[O:16])=[CH:7][N:8]2[CH:11]([CH3:13])[CH3:12])=[CH:4][CH:3]=1.C1C(=O)N([Cl:34])C(=O)C1.